Dataset: Reaction yield outcomes from USPTO patents with 853,638 reactions. Task: Predict the reaction yield, written as a fraction of the theoretical maximum amount of product (1.0 means a 100% yield; for example, 0.34 means a 34% yield). (1) The reactants are [C:1](Cl)(=[O:3])[CH3:2].[CH:5]1([N:10]2[C:18]3[C:13](=[CH:14][CH:15]=[C:16]([C:19]4[N:23]([CH:24]5[CH2:29][CH2:28][NH:27][CH2:26][CH2:25]5)[N:22]=[CH:21][CH:20]=4)[CH:17]=3)[C:12]([CH2:30][CH3:31])=[N:11]2)[CH2:9][CH2:8][CH2:7][CH2:6]1.C(N(CC)CC)C. The catalyst is C(Cl)Cl. The product is [C:1]([N:27]1[CH2:28][CH2:29][CH:24]([N:23]2[C:19]([C:16]3[CH:17]=[C:18]4[C:13]([C:12]([CH2:30][CH3:31])=[N:11][N:10]4[CH:5]4[CH2:9][CH2:8][CH2:7][CH2:6]4)=[CH:14][CH:15]=3)=[CH:20][CH:21]=[N:22]2)[CH2:25][CH2:26]1)(=[O:3])[CH3:2]. The yield is 0.810. (2) The reactants are [NH2:1][C:2]1[C:11]2[C:6](=[CH:7][CH:8]=[CH:9][C:10]=2[O:12][CH2:13][CH:14]([CH3:16])[CH3:15])[N:5]=[C:4]([CH3:17])[C:3]=1[C:18]([O:20]CC)=[O:19].[OH-].[Na+]. The catalyst is CCO. The product is [NH2:1][C:2]1[C:11]2[C:6](=[CH:7][CH:8]=[CH:9][C:10]=2[O:12][CH2:13][CH:14]([CH3:16])[CH3:15])[N:5]=[C:4]([CH3:17])[C:3]=1[C:18]([OH:20])=[O:19]. The yield is 0.260. (3) The reactants are [H-].[Al+3].[Li+].[H-].[H-].[H-].C([O:9][C:10](=O)[C:11]([CH3:35])([CH3:34])[CH2:12][CH2:13][CH2:14][CH2:15][CH2:16][CH2:17][C:18](=[O:33])[CH2:19][CH2:20][CH2:21][CH2:22][CH2:23][CH2:24][C:25]([CH3:32])([CH3:31])[C:26](OCC)=[O:27])C.C(OCC)(=O)C.S(=O)(=O)(O)O. The catalyst is C(OC)(C)(C)C.O. The product is [CH3:34][C:11]([CH3:35])([CH2:12][CH2:13][CH2:14][CH2:15][CH2:16][CH2:17][CH:18]([OH:33])[CH2:19][CH2:20][CH2:21][CH2:22][CH2:23][CH2:24][C:25]([CH3:32])([CH3:31])[CH2:26][OH:27])[CH2:10][OH:9]. The yield is 0.650. (4) The reactants are Br[C:2]1[CH:7]=[CH:6][C:5]([CH:8]([N:16]([CH3:33])[C:17](=[O:32])[CH2:18][N:19]2[C:24]3[CH:25]=[C:26]([Cl:30])[C:27]([Cl:29])=[CH:28][C:23]=3[O:22][CH2:21][C:20]2=[O:31])[CH2:9][N:10]2[CH2:15][CH2:14][O:13][CH2:12][CH2:11]2)=[CH:4][C:3]=1[F:34].[CH3:35][S:36]([NH:39][C:40]1[CH:45]=[CH:44][C:43](B(O)O)=[CH:42][CH:41]=1)(=[O:38])=[O:37].C([O-])([O-])=O.[Na+].[Na+]. The catalyst is CN(C=O)C.C1C=CC(P(C2C=CC=CC=2)[C-]2C=CC=C2)=CC=1.C1C=CC(P(C2C=CC=CC=2)[C-]2C=CC=C2)=CC=1.Cl[Pd]Cl.[Fe+2]. The product is [Cl:30][C:26]1[C:27]([Cl:29])=[CH:28][C:23]2[O:22][CH2:21][C:20](=[O:31])[N:19]([CH2:18][C:17]([N:16]([CH:8]([C:5]3[CH:6]=[CH:7][C:2]([C:43]4[CH:42]=[CH:41][C:40]([NH:39][S:36]([CH3:35])(=[O:37])=[O:38])=[CH:45][CH:44]=4)=[C:3]([F:34])[CH:4]=3)[CH2:9][N:10]3[CH2:15][CH2:14][O:13][CH2:12][CH2:11]3)[CH3:33])=[O:32])[C:24]=2[CH:25]=1. The yield is 0.0900. (5) The reactants are Cl[C:2]1[CH:7]=[C:6]([O:8][C:9]2[C:14]([F:15])=[CH:13][C:12]([NH:16][C:17]([C:19]3([C:22]([NH:24][C:25]4[CH:30]=[CH:29][C:28]([F:31])=[CH:27][CH:26]=4)=[O:23])[CH2:21][CH2:20]3)=[O:18])=[C:11]([F:32])[CH:10]=2)[CH:5]=[CH:4][N:3]=1.[CH:33]1([C:36]([NH2:38])=[O:37])[CH2:35][CH2:34]1.C(=O)([O-])[O-].[Cs+].[Cs+]. The catalyst is O1CCOCC1.ClCCl.C1C=CC(/C=C/C(/C=C/C2C=CC=CC=2)=O)=CC=1.C1C=CC(/C=C/C(/C=C/C2C=CC=CC=2)=O)=CC=1.C1C=CC(/C=C/C(/C=C/C2C=CC=CC=2)=O)=CC=1.[Pd].[Pd].CC1(C)C2C(=C(P(C3C=CC=CC=3)C3C=CC=CC=3)C=CC=2)OC2C(P(C3C=CC=CC=3)C3C=CC=CC=3)=CC=CC1=2. The product is [CH:33]1([C:36]([NH:38][C:2]2[CH:7]=[C:6]([O:8][C:9]3[C:14]([F:15])=[CH:13][C:12]([NH:16][C:17]([C:19]4([C:22]([NH:24][C:25]5[CH:26]=[CH:27][C:28]([F:31])=[CH:29][CH:30]=5)=[O:23])[CH2:21][CH2:20]4)=[O:18])=[C:11]([F:32])[CH:10]=3)[CH:5]=[CH:4][N:3]=2)=[O:37])[CH2:35][CH2:34]1. The yield is 0.860. (6) The reactants are [F:1][C:2]1[CH:10]=[C:9]2[C:5]([C:6]([C:20]3[CH:21]=[N:22][NH:23][CH:24]=3)=[CH:7][N:8]2[S:11]([C:14]2[CH:19]=[CH:18][CH:17]=[CH:16][CH:15]=2)(=[O:13])=[O:12])=[CH:4][CH:3]=1.[Cl:25][C:26]1[N:27]=[N:28][C:29]([Cl:33])=[CH:30][C:31]=1Cl.C([O-])([O-])=O.[K+].[K+]. The catalyst is CC#N.CCOC(C)=O. The product is [Cl:25][C:26]1[N:27]=[N:28][C:29]([Cl:33])=[CH:30][C:31]=1[N:23]1[CH:24]=[C:20]([C:6]2[C:5]3[C:9](=[CH:10][C:2]([F:1])=[CH:3][CH:4]=3)[N:8]([S:11]([C:14]3[CH:15]=[CH:16][CH:17]=[CH:18][CH:19]=3)(=[O:12])=[O:13])[CH:7]=2)[CH:21]=[N:22]1. The yield is 0.390.